This data is from Reaction yield outcomes from USPTO patents with 853,638 reactions. The task is: Predict the reaction yield, written as a fraction of the theoretical maximum amount of product (1.0 means a 100% yield; for example, 0.34 means a 34% yield). (1) The reactants are [NH2:1][C:2]1[N:3]=[CH:4][CH:5]=[C:6]2[CH:10]=[C:9]([C:11]([O:13][CH3:14])=[O:12])[NH:8][C:7]=12.[S:15]1[CH:19]=[CH:18][CH:17]=[C:16]1[S:20](Cl)(=[O:22])=[O:21].CN(C)C(=O)C. The catalyst is C(OCC)(=O)C. The product is [S:15]1[CH:19]=[CH:18][CH:17]=[C:16]1[S:20]([NH:1][C:2]1[N:3]=[CH:4][CH:5]=[C:6]2[CH:10]=[C:9]([C:11]([O:13][CH3:14])=[O:12])[NH:8][C:7]=12)(=[O:22])=[O:21]. The yield is 0.0150. (2) The reactants are C(O)(=O)C.[CH:5]1([NH:8][NH2:9])[CH2:7][CH2:6]1.Cl.[CH:11](=O)[C:12]([CH3:14])=[O:13]. The catalyst is O. The product is [CH:5]1([NH:8][N:9]=[CH:11][C:12](=[O:13])[CH3:14])[CH2:7][CH2:6]1. The yield is 0.350. (3) The reactants are [C:1](O)(=O)[CH2:2][C:3]([OH:5])=[O:4].C([O-])(=O)C.[NH4+:12].[F:13][C:14]1[CH:15]=[C:16]([CH:19]=[CH:20][C:21]=1[F:22])C=O. The catalyst is C(O)C.O. The product is [NH2:12][CH:1]([C:19]1[CH:16]=[CH:15][C:14]([F:13])=[C:21]([F:22])[CH:20]=1)[CH2:2][C:3]([OH:5])=[O:4]. The yield is 0.613. (4) The reactants are [O:1]1[C:5]2([CH2:10][CH2:9][NH:8][CH2:7][CH2:6]2)[CH2:4][NH:3][C:2]1=[O:11].[Br:12][CH2:13][C:14](Br)=[O:15].N1C=CC=CC=1. The catalyst is C(Cl)(Cl)Cl.O. The product is [Br:12][CH2:13][C:14]([N:8]1[CH2:7][CH2:6][C:5]2([O:1][C:2](=[O:11])[NH:3][CH2:4]2)[CH2:10][CH2:9]1)=[O:15]. The yield is 0.140. (5) The reactants are OCC1C=NC2N3C=CN=C3C(=O)NC=2C=1.OCC1C=NC2N3C=NC=C3C(=O)NC=2C=1.O=C1[NH:39][C:38]2[CH:40]=[C:41]([C:44]([O:46][CH3:47])=[O:45])[CH:42]=[N:43][C:37]=2[N:36]2[CH:48]=[CH:49][N:50]=[C:35]12.[H-].[Na+].[H-].[H-].[H-].[H-].[Li+].[Al+3].C(O)(C(F)(F)F)=O. The catalyst is C1COCC1.O.C(#N)C. The product is [NH2:39][C:38]1[C:37]([N:36]2[CH:48]=[CH:49][N:50]=[CH:35]2)=[N:43][CH:42]=[C:41]([CH:40]=1)[C:44]([O:46][CH3:47])=[O:45]. The yield is 0.400.